Dataset: Reaction yield outcomes from USPTO patents with 853,638 reactions. Task: Predict the reaction yield, written as a fraction of the theoretical maximum amount of product (1.0 means a 100% yield; for example, 0.34 means a 34% yield). (1) The reactants are C(OC([NH:8][C:9]([CH3:34])([CH3:33])[C@H:10]([NH:15][C:16](=[O:32])[C:17]1[CH:22]=[CH:21][C:20]([C:23]#[C:24][C:25]#[C:26][C:27]([OH:31])([CH3:30])[CH2:28][OH:29])=[CH:19][CH:18]=1)[C:11]([O:13][CH3:14])=[O:12])=O)(C)(C)C.Cl. The catalyst is C(Cl)Cl. The product is [NH2:8][C:9]([CH3:34])([CH3:33])[C@H:10]([NH:15][C:16](=[O:32])[C:17]1[CH:22]=[CH:21][C:20]([C:23]#[C:24][C:25]#[C:26][C:27]([OH:31])([CH3:30])[CH2:28][OH:29])=[CH:19][CH:18]=1)[C:11]([O:13][CH3:14])=[O:12]. The yield is 0.520. (2) The reactants are [CH3:1][S:2](Cl)(=[O:4])=[O:3].C1COCC1.[OH:11][CH2:12][CH2:13][CH2:14][N:15]([CH2:28][CH2:29][N:30]1[CH:35]=[CH:34][C:33]2[CH:36]=[CH:37][O:38][C:32]=2[C:31]1=[O:39])[S:16]([C:19]1[CH:24]=[CH:23][CH:22]=[CH:21][C:20]=1[N+:25]([O-:27])=[O:26])(=[O:18])=[O:17].C(N(CC)CC)C. The catalyst is ClCCl.O. The product is [CH3:1][S:2]([O:11][CH2:12][CH2:13][CH2:14][N:15]([S:16]([C:19]1[CH:24]=[CH:23][CH:22]=[CH:21][C:20]=1[N+:25]([O-:27])=[O:26])(=[O:17])=[O:18])[CH2:28][CH2:29][N:30]1[CH:35]=[CH:34][C:33]2[CH:36]=[CH:37][O:38][C:32]=2[C:31]1=[O:39])(=[O:4])=[O:3]. The yield is 0.640. (3) The reactants are [N:1]1[CH:6]=[CH:5][N:4]=[CH:3][C:2]=1[CH2:7][CH2:8][CH2:9][N:10]1C(=O)C2=CC=CC=C2C1=O.NN. The catalyst is C(Cl)(Cl)Cl. The product is [NH2:10][CH2:9][CH2:8][CH2:7][C:2]1[CH:3]=[N:4][CH:5]=[CH:6][N:1]=1. The yield is 0.900. (4) The reactants are [NH:1]1[C:5]2=[N+:6]([O-])[CH:7]=[CH:8][CH:9]=[C:4]2[CH:3]=[CH:2]1.O=P(Cl)(Cl)[Cl:13]. No catalyst specified. The product is [Cl:13][C:9]1[CH:8]=[CH:7][N:6]=[C:5]2[NH:1][CH:2]=[CH:3][C:4]=12. The yield is 0.760. (5) The reactants are [N:1]([CH:4]([C:6]1[N:14]([C:15]2[CH:20]=[CH:19][CH:18]=[CH:17][CH:16]=2)[C:9]2[CH:10]=[N:11][CH:12]=[CH:13][C:8]=2[N:7]=1)[CH3:5])=[N+]=[N-]. The catalyst is [Pd].CCOC(C)=O. The product is [C:15]1([N:14]2[C:9]3[CH:10]=[N:11][CH:12]=[CH:13][C:8]=3[N:7]=[C:6]2[CH:4]([NH2:1])[CH3:5])[CH:16]=[CH:17][CH:18]=[CH:19][CH:20]=1. The yield is 0.650.